This data is from Full USPTO retrosynthesis dataset with 1.9M reactions from patents (1976-2016). The task is: Predict the reactants needed to synthesize the given product. (1) Given the product [O:34]1[CH:38]=[CH:37][CH:36]=[C:35]1[CH2:23][C:24]1[O:28][N:27]=[C:26]([C:29]([O:31][CH2:32][CH3:33])=[O:30])[CH:25]=1, predict the reactants needed to synthesize it. The reactants are: C(=O)([O-])[O-].[Na+].[Na+].C1(C)C=CC=CC=1.C(OP(O[CH2:23][C:24]1[O:28][N:27]=[C:26]([C:29]([O:31][CH2:32][CH3:33])=[O:30])[CH:25]=1)(OCC)=O)C.[O:34]1[CH:38]=[CH:37][CH:36]=[C:35]1B(O)O. (2) Given the product [NH2:1][C:4]1[CH:9]=[CH:8][C:7]([S:10]([CH:13]2[CH2:14][CH2:15][CH:16]([C:19]([O:21][CH3:22])=[O:20])[CH2:17][CH2:18]2)(=[O:12])=[O:11])=[CH:6][CH:5]=1, predict the reactants needed to synthesize it. The reactants are: [N+:1]([C:4]1[CH:9]=[CH:8][C:7]([S:10]([CH:13]2[CH2:18][CH2:17][CH:16]([C:19]([O:21][CH3:22])=[O:20])[CH2:15][CH2:14]2)(=[O:12])=[O:11])=[CH:6][CH:5]=1)([O-])=O.